Task: Predict which catalyst facilitates the given reaction.. Dataset: Catalyst prediction with 721,799 reactions and 888 catalyst types from USPTO (1) Reactant: [Cl:1][C:2]1[CH:31]=[CH:30][C:5]([CH2:6][N:7]([CH2:26][C:27](O)=[O:28])[C:8]([C:10]2([CH3:25])[CH2:13][CH2:12][N:11]2[C:14](=[O:24])[CH2:15][C:16]2[CH:21]=[C:20]([CH3:22])[CH:19]=[C:18]([CH3:23])[CH:17]=2)=[O:9])=[CH:4][CH:3]=1.CN.[CH3:34][N:35](C(ON1N=NC2C=CC=CC1=2)=[N+](C)C)C.[B-](F)(F)(F)F. Product: [Cl:1][C:2]1[CH:3]=[CH:4][C:5]([CH2:6][N:7]([CH2:26][C:27](=[O:28])[NH:35][CH3:34])[C:8]([C:10]2([CH3:25])[CH2:13][CH2:12][N:11]2[C:14](=[O:24])[CH2:15][C:16]2[CH:17]=[C:18]([CH3:23])[CH:19]=[C:20]([CH3:22])[CH:21]=2)=[O:9])=[CH:30][CH:31]=1. The catalyst class is: 3. (2) Reactant: [Cl-].O[NH3+:3].[C:4](=[O:7])([O-])[OH:5].[Na+].CS(C)=O.[C:13]([C:15]1[CH:20]=[CH:19][CH:18]=[CH:17][C:16]=1[C:21]1[CH:26]=[CH:25][C:24]([CH2:27][C:28]2[C:29](=[O:52])[N:30]([C@H:40]3[CH2:45][CH2:44][C@H:43]([O:46][CH:47]([CH3:51])[C:48]([NH2:50])=O)[CH2:42][CH2:41]3)[C:31]3[N:32]([N:37]=[CH:38][N:39]=3)[C:33]=2[CH2:34][CH2:35][CH3:36])=[CH:23][CH:22]=1)#[N:14]. Product: [O:52]=[C:29]1[C:28]([CH2:27][C:24]2[CH:23]=[CH:22][C:21]([C:16]3[CH:17]=[CH:18][CH:19]=[CH:20][C:15]=3[C:13]3[NH:3][C:4](=[O:7])[O:5][N:14]=3)=[CH:26][CH:25]=2)=[C:33]([CH2:34][CH2:35][CH3:36])[N:32]2[N:37]=[CH:38][N:39]=[C:31]2[N:30]1[C@H:40]1[CH2:45][CH2:44][C@H:43]([O:46][CH:47]([CH3:51])[C:48]#[N:50])[CH2:42][CH2:41]1. The catalyst class is: 13. (3) Reactant: [Br:1][C:2]1[CH:3]=[C:4]2[C:9](=[CH:10][CH:11]=1)[C:8](=[O:12])[NH:7][C:6](=[O:13])/[C:5]/2=[CH:14]/OC.[N:17]1([CH2:22][C:23]2[CH:29]=[CH:28][C:26]([NH2:27])=[CH:25][CH:24]=2)[CH2:21][CH2:20][CH2:19][CH2:18]1.CCCCCC. Product: [Br:1][C:2]1[CH:3]=[C:4]2[C:9](=[CH:10][CH:11]=1)[C:8](=[O:12])[NH:7][C:6](=[O:13])/[C:5]/2=[CH:14]\[NH:27][C:26]1[CH:25]=[CH:24][C:23]([CH2:22][N:17]2[CH2:21][CH2:20][CH2:19][CH2:18]2)=[CH:29][CH:28]=1. The catalyst class is: 3. (4) Reactant: C(=O)([O-])[O-].[K+].[K+].[F:7][C:8]1[C:18]2[CH2:17][CH:16]=[CH:15][C:14](=[O:19])[NH:13][C:12]=2[C:11]([F:20])=[CH:10][C:9]=1[F:21].Br[C:23]1C(F)=C(F)C=C(F)[C:24]=1N.CNCCNC.C(Br)=C. Product: [F:7][C:8]1[C:18]2[CH2:17][CH2:16][CH2:15][C:14](=[O:19])[N:13]([CH:23]=[CH2:24])[C:12]=2[C:11]([F:20])=[CH:10][C:9]=1[F:21]. The catalyst class is: 509.